Predict the reaction yield, written as a fraction of the theoretical maximum amount of product (1.0 means a 100% yield; for example, 0.34 means a 34% yield). From a dataset of Reaction yield outcomes from USPTO patents with 853,638 reactions. (1) The reactants are C([N:8]1[CH2:13][CH2:12][N:11]([S:14]([CH3:17])(=[O:16])=[O:15])[CH2:10][CH2:9]1)C1C=CC=CC=1.[Cl:18]C(OC(Cl)C)=O. The catalyst is ClCCl. The product is [ClH:18].[CH3:17][S:14]([N:11]1[CH2:12][CH2:13][NH:8][CH2:9][CH2:10]1)(=[O:16])=[O:15]. The yield is 0.880. (2) The catalyst is C(O)(C(F)(F)F)=O. The reactants are [CH2:1]([S:3][C:4]1[CH:13]=[C:12]2[C:7]([CH:8]=[CH:9][C:10]([C:14]3[N:18]4[CH:19]=[C:20]([C@@H:23]([N:28]5[CH2:32][CH2:31][C@H:30]([NH:33]C(=O)OC(C)(C)C)[CH2:29]5)[C:24]([F:27])([F:26])[F:25])[CH:21]=[CH:22][C:17]4=[N:16][N:15]=3)=[N:11]2)=[CH:6][CH:5]=1)[CH3:2]. The yield is 0.710. The product is [CH2:1]([S:3][C:4]1[CH:13]=[C:12]2[C:7]([CH:8]=[CH:9][C:10]([C:14]3[N:18]4[CH:19]=[C:20]([C@@H:23]([N:28]5[CH2:32][CH2:31][C@H:30]([NH2:33])[CH2:29]5)[C:24]([F:26])([F:25])[F:27])[CH:21]=[CH:22][C:17]4=[N:16][N:15]=3)=[N:11]2)=[CH:6][CH:5]=1)[CH3:2]. (3) The reactants are [OH:1][C:2]1[CH:3]=[N+:4]([O-])[CH:5]=[CH:6][CH:7]=1.[C:9]([CH2:11][C:12]([O:14][CH2:15][CH3:16])=[O:13])#[N:10].[CH3:17][C:18](OC(C)=O)=[O:19]. No catalyst specified. The product is [C:18]([O:1][C:2]1[C:3]([CH:11]([C:9]#[N:10])[C:12]([O:14][CH2:15][CH3:16])=[O:13])=[N:4][CH:5]=[CH:6][CH:7]=1)(=[O:19])[CH3:17]. The yield is 0.318. (4) The reactants are [H-].[Na+].[Br:3][C:4]1[CH:5]=[CH:6][C:7]2[NH:8][C:9]3[C:14]([C:15]=2[CH:16]=1)=[CH:13][C:12]([Br:17])=[CH:11][CH:10]=3.[O:18]1[CH2:20][CH:19]1[CH2:21][CH2:22][NH:23][C:24]1[CH:29]=[CH:28][CH:27]=[CH:26][CH:25]=1. The catalyst is C1COCC1. The product is [Br:17][C:12]1[CH:11]=[CH:10][C:9]2[N:8]([CH2:20][CH:19]([OH:18])[CH2:21][CH2:22][NH:23][C:24]3[CH:29]=[CH:28][CH:27]=[CH:26][CH:25]=3)[C:7]3[C:15]([C:14]=2[CH:13]=1)=[CH:16][C:4]([Br:3])=[CH:5][CH:6]=3. The yield is 0.575. (5) The product is [NH2:24][C:22]1[N:21]=[CH:20][N:19]=[C:18]2[N:17]([C@@H:25]3[CH2:30][CH2:29][CH2:28][N:27]([C:34](=[O:35])[CH2:33][C:31]#[N:32])[CH2:26]3)[N:16]=[C:15]([C:3]3[CH:4]=[CH:5][C:6]([O:8][C:9]4[CH:14]=[CH:13][CH:12]=[CH:11][CH:10]=4)=[CH:7][C:2]=3[F:1])[C:23]=12. The catalyst is ClCCl. The reactants are [F:1][C:2]1[CH:7]=[C:6]([O:8][C:9]2[CH:14]=[CH:13][CH:12]=[CH:11][CH:10]=2)[CH:5]=[CH:4][C:3]=1[C:15]1[C:23]2[C:18](=[N:19][CH:20]=[N:21][C:22]=2[NH2:24])[N:17]([C@@H:25]2[CH2:30][CH2:29][CH2:28][NH:27][CH2:26]2)[N:16]=1.[C:31]([CH2:33][C:34](O)=[O:35])#[N:32].N1(C(N2C=CN=C2)=O)C=CN=C1. The yield is 0.450.